Task: Predict the product of the given reaction.. Dataset: Forward reaction prediction with 1.9M reactions from USPTO patents (1976-2016) (1) Given the reactants Cl[S:2]([N:5]=[C:6]=[O:7])(=[O:4])=[O:3].[C:8]([OH:12])([CH3:11])([CH3:10])[CH3:9].[CH3:13][O:14][CH:15]([O:18][CH3:19])[CH2:16][NH2:17].C(N(CC)CC)C.Cl, predict the reaction product. The product is: [CH3:13][O:14][CH:15]([O:18][CH3:19])[CH2:16][NH:17][S:2]([NH:5][C:6](=[O:7])[O:12][C:8]([CH3:11])([CH3:10])[CH3:9])(=[O:4])=[O:3]. (2) Given the reactants [CH3:1][C:2]1[CH:10]=[CH:9][C:8]2[NH:7][C:6]3[CH:11]4[CH2:17][CH2:16][N:14]([CH2:15][C:5]=3[C:4]=2[CH:3]=1)[CH2:13][CH2:12]4.C([BH3-])#N.[Na+], predict the reaction product. The product is: [CH3:1][C:2]1[CH:10]=[CH:9][C:8]2[NH:7][C@@H:6]3[CH:11]4[CH2:12][CH2:13][N:14]([CH2:15][C@@H:5]3[C:4]=2[CH:3]=1)[CH2:16][CH2:17]4. (3) Given the reactants [Cl:1][C:2]1[S:6][C:5]([C:7]([NH:9][C:10]([NH:12][C:13]2[CH:18]=[CH:17][C:16]([N:19]3[C:23](=[O:24])[C:22]4[CH:25]=[C:26]([Cl:29])[CH:27]=[CH:28][C:21]=4[C:20]3=[O:30])=[C:15]([CH3:31])[CH:14]=2)=S)=O)=[CH:4][CH:3]=1.Cl.Cl.[NH2:34][NH2:35], predict the reaction product. The product is: [Cl:29][C:26]1[CH:27]=[CH:28][C:21]2[C:20](=[O:30])[N:19]([C:16]3[CH:17]=[CH:18][C:13]([NH:12][C:10]4[NH:9][C:7]([C:5]5[S:6][C:2]([Cl:1])=[CH:3][CH:4]=5)=[N:35][N:34]=4)=[CH:14][C:15]=3[CH3:31])[C:23](=[O:24])[C:22]=2[CH:25]=1. (4) Given the reactants [CH3:1][C:2]1[CH:3]=[C:4]([CH:16]=[CH:17][C:18]=1[N+:19]([O-:21])=[O:20])[CH2:5][N:6]1[C:10]([OH:11])=[CH:9][C:8]([C:12]([F:15])([F:14])[F:13])=[N:7]1.C(=O)([O-])[O-].[K+].[K+].Cl[CH:29]([F:31])[F:30].O, predict the reaction product. The product is: [CH3:1][C:2]1[CH:3]=[C:4]([CH:16]=[CH:17][C:18]=1[N+:19]([O-:21])=[O:20])[CH2:5][N:6]1[C:10]([O:11][CH:29]([F:31])[F:30])=[CH:9][C:8]([C:12]([F:13])([F:14])[F:15])=[N:7]1. (5) Given the reactants [NH2:1][C:2]1[N:7]=[CH:6][N:5]=[C:4]2[N:8]([CH:30]3[CH2:35][N:34](C(OC(C)(C)C)=O)[CH:33]([CH3:43])[CH2:32][CH2:31]3)[N:9]=[C:10]([C:11]3[CH:16]=[CH:15][C:14]([C:17](=[O:29])[NH:18][C:19]4[CH:24]=[C:23]([C:25]([F:28])([F:27])[F:26])[CH:22]=[CH:21][N:20]=4)=[CH:13][CH:12]=3)[C:3]=12.C(O)(C(F)(F)F)=O, predict the reaction product. The product is: [NH2:1][C:2]1[N:7]=[CH:6][N:5]=[C:4]2[N:8]([C@H:30]3[CH2:31][CH2:32][C@@H:33]([CH3:43])[NH:34][CH2:35]3)[N:9]=[C:10]([C:11]3[CH:12]=[CH:13][C:14]([C:17]([NH:18][C:19]4[CH:24]=[C:23]([C:25]([F:27])([F:26])[F:28])[CH:22]=[CH:21][N:20]=4)=[O:29])=[CH:15][CH:16]=3)[C:3]=12.